From a dataset of Full USPTO retrosynthesis dataset with 1.9M reactions from patents (1976-2016). Predict the reactants needed to synthesize the given product. (1) Given the product [CH3:31][C:26]1[CH:25]=[N:24][C:23]2[C:28]([N:27]=1)=[CH:29][C:30]([C:6]1[CH:7]=[CH:8][C:3]([C:1]#[N:2])=[CH:4][CH:5]=1)=[CH:21][CH:22]=2, predict the reactants needed to synthesize it. The reactants are: [C:1]([C:3]1[CH:8]=[CH:7][C:6](B(O)O)=[CH:5][CH:4]=1)#[N:2].C(=O)([O-])[O-].[Cs+].[Cs+].[F-].[Cs+].Br[C:21]1[CH:22]=[C:23]2[C:28](=[CH:29][CH:30]=1)[N:27]=[C:26]([CH3:31])[CH:25]=[N:24]2. (2) Given the product [Br:9][C:4]1[C:3]2[O:10][CH2:12][C:13](=[O:14])[NH:1][C:2]=2[CH:7]=[C:6]([Cl:8])[CH:5]=1, predict the reactants needed to synthesize it. The reactants are: [NH2:1][C:2]1[CH:7]=[C:6]([Cl:8])[CH:5]=[C:4]([Br:9])[C:3]=1[OH:10].Cl[CH2:12][C:13](Cl)=[O:14].